From a dataset of Forward reaction prediction with 1.9M reactions from USPTO patents (1976-2016). Predict the product of the given reaction. (1) Given the reactants O[CH2:2][C:3]1[CH:4]=[N:5][C:6]([S:9][CH3:10])=[N:7][CH:8]=1.C1(P(C2C=CC=CC=2)C2C=CC=CC=2)C=CC=CC=1.C(Br)(Br)(Br)[Br:31], predict the reaction product. The product is: [Br:31][CH2:2][C:3]1[CH:4]=[N:5][C:6]([S:9][CH3:10])=[N:7][CH:8]=1. (2) Given the reactants [C:1]([O:5][C:6](=[O:13])[NH:7][C@H:8]([C:10](=O)[NH2:11])[CH3:9])([CH3:4])([CH3:3])[CH3:2].F[B-](F)(F)F.C([O+](CC)CC)C.N[C:27]1[C:28]([NH:36][C:37]2[CH:42]=[CH:41][CH:40]=[CH:39][N:38]=2)=[C:29]([C:32]([F:35])=[CH:33][CH:34]=1)[C:30]#[N:31], predict the reaction product. The product is: [C:1]([O:5][C:6](=[O:13])[NH:7][C@H:8]([C:10]1[N:36]([C:37]2[CH:42]=[CH:41][CH:40]=[CH:39][N:38]=2)[C:28]2[C:29]([C:30]#[N:31])=[C:32]([F:35])[CH:33]=[CH:34][C:27]=2[N:11]=1)[CH3:9])([CH3:4])([CH3:3])[CH3:2]. (3) Given the reactants [F:1][C:2]1([F:29])[CH2:7][CH2:6][N:5]([C:8]([C:10]2[NH:11][C:12]3[C:17]([CH:18]=2)=[CH:16][C:15]([O:19][CH:20]2[CH2:25][CH2:24][N:23]([CH:26]([CH3:28])[CH3:27])[CH2:22][CH2:21]2)=[CH:14][CH:13]=3)=[O:9])[CH2:4][CH2:3]1.I[C:31]1[S:32][CH:33]=[CH:34][CH:35]=1, predict the reaction product. The product is: [F:29][C:2]1([F:1])[CH2:7][CH2:6][N:5]([C:8]([C:10]2[N:11]([C:31]3[S:32][CH:33]=[CH:34][CH:35]=3)[C:12]3[C:17]([CH:18]=2)=[CH:16][C:15]([O:19][CH:20]2[CH2:25][CH2:24][N:23]([CH:26]([CH3:27])[CH3:28])[CH2:22][CH2:21]2)=[CH:14][CH:13]=3)=[O:9])[CH2:4][CH2:3]1. (4) The product is: [CH3:14][N:15]1[CH2:20][CH2:19][N:18]([CH:21]2[CH2:26][CH2:25][N:24]([C:2]3[CH:7]=[CH:6][C:5]([C:8]#[C:9][Si:10]([CH3:13])([CH3:12])[CH3:11])=[CH:4][CH:3]=3)[CH2:23][CH2:22]2)[CH2:17][CH2:16]1. Given the reactants Br[C:2]1[CH:7]=[CH:6][C:5]([C:8]#[C:9][Si:10]([CH3:13])([CH3:12])[CH3:11])=[CH:4][CH:3]=1.[CH3:14][N:15]1[CH2:20][CH2:19][N:18]([CH:21]2[CH2:26][CH2:25][NH:24][CH2:23][CH2:22]2)[CH2:17][CH2:16]1, predict the reaction product. (5) Given the reactants [O:1]1[C:5]2[CH:6]=[CH:7][C:8]([CH:10]=O)=[CH:9][C:4]=2[CH2:3][CH2:2]1.[C:12](O[Na])(C)(C)[CH3:13].[C:18]([OH:21])(=[O:20])[CH3:19].O, predict the reaction product. The product is: [O:1]1[C:5]2[CH:6]=[CH:7][C:8](/[CH:10]=[CH:19]/[C:18]([O:21][CH2:12][CH3:13])=[O:20])=[CH:9][C:4]=2[CH2:3][CH2:2]1. (6) Given the reactants [Si:1]([O:18][CH2:19][C@H:20]1[CH2:22][C@H:21]1[CH2:23]O)([C:14]([CH3:17])([CH3:16])[CH3:15])([C:8]1[CH:13]=[CH:12][CH:11]=[CH:10][CH:9]=1)[C:2]1[CH:7]=[CH:6][CH:5]=[CH:4][CH:3]=1.C1(P(C2C=CC=CC=2)C2C=CC=CC=2)C=CC=CC=1.C(Br)(Br)(Br)[Br:45].O, predict the reaction product. The product is: [Br:45][CH2:23][C@H:21]1[CH2:22][C@H:20]1[CH2:19][O:18][Si:1]([C:14]([CH3:17])([CH3:16])[CH3:15])([C:8]1[CH:13]=[CH:12][CH:11]=[CH:10][CH:9]=1)[C:2]1[CH:7]=[CH:6][CH:5]=[CH:4][CH:3]=1. (7) Given the reactants COC(=O)[NH:4][C:5]1[CH:10]=[CH:9][C:8]([F:11])=[C:7]([CH:12]([OH:23])[C:13]2[C:21]3[C:20]([OH:22])=[N:19][CH:18]=[N:17][C:16]=3[NH:15][CH:14]=2)[C:6]=1[F:24].CC(OI1(OC(C)=O)(OC(C)=O)OC(=O)C2C=CC=CC1=2)=O.C(=O)(O)[O-].[Na+].S([O-])([O-])(=O)=S.[Na+].[Na+], predict the reaction product. The product is: [NH2:4][C:5]1[C:6]([F:24])=[C:7]([C:12]([C:13]2[C:21]3[C:20]([OH:22])=[N:19][CH:18]=[N:17][C:16]=3[NH:15][CH:14]=2)=[O:23])[C:8]([F:11])=[CH:9][CH:10]=1. (8) Given the reactants [F:1][C:2]1[CH:7]=[CH:6][C:5]([S:8]([C@@:11]2([C:28]3[CH:33]=[CH:32][C:31]([C:34]([F:43])([C:39]([F:42])([F:41])[F:40])[C:35]([F:38])([F:37])[F:36])=[CH:30][CH:29]=3)[CH2:15][CH2:14][N:13]([C:16]([C:18]3([CH:26]=[O:27])[CH2:23][CH2:22][S:21](=[O:25])(=[O:24])[CH2:20][CH2:19]3)=[O:17])[CH2:12]2)(=[O:10])=[O:9])=[CH:4][CH:3]=1.Cl([O-])=[O:45].[Na+].P([O-])(O)(O)=O.[K+].CC(=CC)C.CC(O)=O, predict the reaction product. The product is: [F:1][C:2]1[CH:7]=[CH:6][C:5]([S:8]([C@@:11]2([C:28]3[CH:33]=[CH:32][C:31]([C:34]([F:43])([C:35]([F:36])([F:38])[F:37])[C:39]([F:40])([F:41])[F:42])=[CH:30][CH:29]=3)[CH2:15][CH2:14][N:13]([C:16]([C:18]3([C:26]([OH:45])=[O:27])[CH2:23][CH2:22][S:21](=[O:25])(=[O:24])[CH2:20][CH2:19]3)=[O:17])[CH2:12]2)(=[O:9])=[O:10])=[CH:4][CH:3]=1. (9) Given the reactants [CH:1]1([NH:4][C:5]([NH:7][C:8]2[CH:13]=[CH:12][C:11]([B:14]3[O:18][C:17]([CH3:20])([CH3:19])[C:16]([CH3:22])([CH3:21])[O:15]3)=[CH:10][CH:9]=2)=[O:6])[CH2:3][CH2:2]1.N[C:24]1[CH:29]=CC=C[CH:25]=1, predict the reaction product. The product is: [C:1]1([NH:4][C:5]([NH:7][C:8]2[CH:9]=[CH:10][C:11]([B:14]3[O:18][C:17]([CH3:19])([CH3:20])[C:16]([CH3:22])([CH3:21])[O:15]3)=[CH:12][CH:13]=2)=[O:6])[CH:3]=[CH:2][CH:29]=[CH:24][CH:25]=1. (10) Given the reactants [Si:1]([CH:5]=[N+:6]=[N-:7])([CH3:4])([CH3:3])[CH3:2].[Li]CCCC.[CH3:13][N:14]1[CH:18]=[C:17]([C:19]2[CH:24]=[C:23]([C:25]#[N:26])[CH:22]=[CH:21][N:20]=2)[N:16]=[CH:15]1.[NH4+].[Cl-], predict the reaction product. The product is: [CH3:2][Si:1]([CH3:4])([CH3:3])[C:5]1[NH:6][N:7]=[N:26][C:25]=1[C:23]1[CH:22]=[CH:21][N:20]=[C:19]([C:17]2[N:16]=[CH:15][N:14]([CH3:13])[CH:18]=2)[CH:24]=1.